This data is from Reaction yield outcomes from USPTO patents with 853,638 reactions. The task is: Predict the reaction yield, written as a fraction of the theoretical maximum amount of product (1.0 means a 100% yield; for example, 0.34 means a 34% yield). The reactants are [CH3:1][C:2]1[N:3]([S:19]([C:22]2[CH:27]=[CH:26][CH:25]=[CH:24][CH:23]=2)(=[O:21])=[O:20])[C:4]([C:13]2[CH:18]=[CH:17][CH:16]=[CH:15][CH:14]=2)=[C:5]([CH3:12])[C:6]=1[C:7](OCC)=[O:8].[H-].C([Al+]CC(C)C)C(C)C. The yield is 0.940. The catalyst is C1(C)C=CC=CC=1. The product is [CH3:1][C:2]1[N:3]([S:19]([C:22]2[CH:27]=[CH:26][CH:25]=[CH:24][CH:23]=2)(=[O:21])=[O:20])[C:4]([C:13]2[CH:18]=[CH:17][CH:16]=[CH:15][CH:14]=2)=[C:5]([CH3:12])[C:6]=1[CH2:7][OH:8].